Dataset: Antibody paratope prediction from SAbDab with 1,023 antibody chains. Task: Token-level Classification. Given an antibody amino acid sequence, predict which amino acid positions are active in antigen binding. Output is a list of indices for active paratope positions. Given the antibody sequence: VLTQPPSVSAAPGQKVTISCSGSSSNIGNNMVSWYQQHPGTAPKLLIYENSKRPSGIPDRFSGSRSGTSATLGIIGLQTGDEAEYYCATWDGSLRTVFGGGTKLTVL, which amino acid positions are active in antigen binding (paratope)? The paratope positions are: [27, 28, 94].